Task: Predict the reactants needed to synthesize the given product.. Dataset: Full USPTO retrosynthesis dataset with 1.9M reactions from patents (1976-2016) Given the product [Cl:7][C:8]1[C:9]([CH3:16])=[C:10]([CH:13]=[CH:14][CH:15]=1)[C:11](=[NH:6])[NH2:12], predict the reactants needed to synthesize it. The reactants are: C[Al](C)C.[Cl-].[NH4+:6].[Cl:7][C:8]1[C:9]([CH3:16])=[C:10]([CH:13]=[CH:14][CH:15]=1)[C:11]#[N:12].Cl.